Dataset: NCI-60 drug combinations with 297,098 pairs across 59 cell lines. Task: Regression. Given two drug SMILES strings and cell line genomic features, predict the synergy score measuring deviation from expected non-interaction effect. (1) Synergy scores: CSS=23.6, Synergy_ZIP=0.679, Synergy_Bliss=0.461, Synergy_Loewe=-53.1, Synergy_HSA=-3.44. Cell line: UACC-257. Drug 1: CN1C(=O)N2C=NC(=C2N=N1)C(=O)N. Drug 2: CC=C1C(=O)NC(C(=O)OC2CC(=O)NC(C(=O)NC(CSSCCC=C2)C(=O)N1)C(C)C)C(C)C. (2) Drug 1: CC1=C(C=C(C=C1)NC2=NC=CC(=N2)N(C)C3=CC4=NN(C(=C4C=C3)C)C)S(=O)(=O)N.Cl. Drug 2: C1CCN(CC1)CCOC2=CC=C(C=C2)C(=O)C3=C(SC4=C3C=CC(=C4)O)C5=CC=C(C=C5)O. Cell line: DU-145. Synergy scores: CSS=0.823, Synergy_ZIP=2.43, Synergy_Bliss=5.47, Synergy_Loewe=2.02, Synergy_HSA=2.81. (3) Drug 1: COC1=C2C(=CC3=C1OC=C3)C=CC(=O)O2. Drug 2: CC12CCC3C(C1CCC2OP(=O)(O)O)CCC4=C3C=CC(=C4)OC(=O)N(CCCl)CCCl.[Na+]. Cell line: SK-OV-3. Synergy scores: CSS=0.0685, Synergy_ZIP=4.76, Synergy_Bliss=-2.25, Synergy_Loewe=-5.51, Synergy_HSA=-5.64. (4) Drug 1: COC1=C(C=C2C(=C1)N=CN=C2NC3=CC(=C(C=C3)F)Cl)OCCCN4CCOCC4. Drug 2: CS(=O)(=O)CCNCC1=CC=C(O1)C2=CC3=C(C=C2)N=CN=C3NC4=CC(=C(C=C4)OCC5=CC(=CC=C5)F)Cl. Cell line: KM12. Synergy scores: CSS=27.9, Synergy_ZIP=-0.260, Synergy_Bliss=1.72, Synergy_Loewe=-1.19, Synergy_HSA=0.642. (5) Drug 1: CC(CN1CC(=O)NC(=O)C1)N2CC(=O)NC(=O)C2. Drug 2: C1=NC2=C(N1)C(=S)N=CN2. Cell line: SF-539. Synergy scores: CSS=14.6, Synergy_ZIP=-15.2, Synergy_Bliss=-25.4, Synergy_Loewe=-27.0, Synergy_HSA=-22.9. (6) Drug 1: CC1=CC=C(C=C1)C2=CC(=NN2C3=CC=C(C=C3)S(=O)(=O)N)C(F)(F)F. Drug 2: N.N.Cl[Pt+2]Cl. Cell line: MALME-3M. Synergy scores: CSS=13.7, Synergy_ZIP=-2.71, Synergy_Bliss=-1.11, Synergy_Loewe=-20.3, Synergy_HSA=-5.97. (7) Drug 1: C1=CC(=CC=C1CCCC(=O)O)N(CCCl)CCCl. Drug 2: C1=CC=C(C(=C1)C(C2=CC=C(C=C2)Cl)C(Cl)Cl)Cl. Cell line: IGROV1. Synergy scores: CSS=29.2, Synergy_ZIP=1.60, Synergy_Bliss=0.769, Synergy_Loewe=-4.09, Synergy_HSA=0.672.